From a dataset of Full USPTO retrosynthesis dataset with 1.9M reactions from patents (1976-2016). Predict the reactants needed to synthesize the given product. (1) Given the product [CH3:46][N:48]([CH3:51])[CH2:49][CH2:31][CH2:30][O:29][C:27]1[CH:38]=[CH:37][C:36]([S:39]([NH2:42])(=[O:41])=[O:40])=[CH:35][C:34]=1[N+:43]([O-:45])=[O:44], predict the reactants needed to synthesize it. The reactants are: C1(P(C2C=CC=CC=2)C2C=CC=CC=2)C=CC=CC=1.[CH3:31][CH2:30][O:29][C:27](/N=N/[C:27]([O:29][CH2:30][CH3:31])=O)=O.OC1[CH:38]=[CH:37][C:36]([S:39]([NH2:42])(=[O:41])=[O:40])=[CH:35][C:34]=1[N+:43]([O-:45])=[O:44].[CH2:46]([N:48]([CH2:51]C)[CH2:49]C)C. (2) Given the product [CH2:26]([NH:28][C:29](=[O:46])[NH:30][C:31]1[CH:36]=[CH:35][C:34]([C:2]2[N:3]=[C:4]([N:19]3[CH2:24][CH2:23][O:22][CH2:21][C@@H:20]3[CH3:25])[C:5]3[CH2:11][CH2:10][N:9]([C:12]([O:14][C:15]([CH3:18])([CH3:17])[CH3:16])=[O:13])[CH2:8][C:6]=3[N:7]=2)=[CH:33][CH:32]=1)[CH3:27], predict the reactants needed to synthesize it. The reactants are: Cl[C:2]1[N:3]=[C:4]([N:19]2[CH2:24][CH2:23][O:22][CH2:21][C@@H:20]2[CH3:25])[C:5]2[CH2:11][CH2:10][N:9]([C:12]([O:14][C:15]([CH3:18])([CH3:17])[CH3:16])=[O:13])[CH2:8][C:6]=2[N:7]=1.[CH2:26]([NH:28][C:29](=[O:46])[NH:30][C:31]1[CH:36]=[CH:35][C:34](B2OC(C)(C)C(C)(C)O2)=[CH:33][CH:32]=1)[CH3:27].C([O-])([O-])=O.[Na+].[Na+]. (3) Given the product [F:1][C:2]([F:17])([F:18])/[CH:3]=[CH:4]\[C:5]1[CH:14]=[CH:13][C:8]([C:9]([OH:11])=[O:10])=[C:7]([O:15][CH3:16])[CH:6]=1, predict the reactants needed to synthesize it. The reactants are: [F:1][C:2]([F:18])([F:17])/[CH:3]=[CH:4]\[C:5]1[CH:14]=[CH:13][C:8]([C:9]([O:11]C)=[O:10])=[C:7]([O:15][CH3:16])[CH:6]=1.[OH-].[Na+]. (4) Given the product [CH3:12][C:8]1[CH:7]=[C:6]([N:13]2[CH2:17][CH2:16][CH2:15][CH2:14]2)[C:5]2[C:10](=[CH:11][C:2]([NH:25][CH2:24][C:20]3[S:21][CH:22]=[CH:23][C:19]=3[CH3:18])=[CH:3][CH:4]=2)[N:9]=1, predict the reactants needed to synthesize it. The reactants are: I[C:2]1[CH:11]=[C:10]2[C:5]([C:6]([N:13]3[CH2:17][CH2:16][CH2:15][CH2:14]3)=[CH:7][C:8]([CH3:12])=[N:9]2)=[CH:4][CH:3]=1.[CH3:18][C:19]1[CH:23]=[CH:22][S:21][C:20]=1[CH2:24][NH2:25]. (5) Given the product [Cl:12][C:13]1[CH:14]=[C:15]([CH:19]=[C:20]([C:22]([F:23])([F:24])[F:25])[CH:21]=1)[C:16]([NH:11][CH2:10][C:5]1[CH:6]=[N:7][CH:8]=[CH:9][C:4]=1[S:3][CH2:1][CH3:2])=[O:17], predict the reactants needed to synthesize it. The reactants are: [CH2:1]([S:3][C:4]1[CH:9]=[CH:8][N:7]=[CH:6][C:5]=1[CH2:10][NH2:11])[CH3:2].[Cl:12][C:13]1[CH:14]=[C:15]([CH:19]=[C:20]([C:22]([F:25])([F:24])[F:23])[CH:21]=1)[C:16](O)=[O:17].